Task: Predict the reaction yield, written as a fraction of the theoretical maximum amount of product (1.0 means a 100% yield; for example, 0.34 means a 34% yield).. Dataset: Reaction yield outcomes from USPTO patents with 853,638 reactions (1) The reactants are [C:1]1([N:7]2[CH2:11][CH2:10][CH2:9][CH2:8]2)[CH:6]=[CH:5][CH:4]=[CH:3][CH:2]=1.[S:12]([Cl:16])(=O)(=[O:14])[OH:13]. No catalyst specified. The product is [N:7]1([C:1]2[CH:6]=[C:5]([S:12]([Cl:16])(=[O:14])=[O:13])[CH:4]=[CH:3][CH:2]=2)[CH2:11][CH2:10][CH2:9][CH2:8]1. The yield is 0.0700. (2) The reactants are [CH:1]1([CH2:4][N:5]([CH3:28])[C:6]2[CH:11]=[CH:10][C:9]([S:12]([CH3:15])(=[O:14])=[O:13])=[CH:8][C:7]=2[C:16]2[C:24]3[C:19](=[C:20]([O:25]C)[N:21]=[CH:22][CH:23]=3)[N:18]([CH3:27])[CH:17]=2)[CH2:3][CH2:2]1.Cl.O1CCOCC1. No catalyst specified. The product is [CH:1]1([CH2:4][N:5]([CH3:28])[C:6]2[CH:11]=[CH:10][C:9]([S:12]([CH3:15])(=[O:14])=[O:13])=[CH:8][C:7]=2[C:16]2[C:24]3[CH:23]=[CH:22][NH:21][C:20](=[O:25])[C:19]=3[N:18]([CH3:27])[CH:17]=2)[CH2:3][CH2:2]1. The yield is 0.450. (3) The reactants are [Cl:1][C:2]1[CH:26]=[N:25][C:5]2[N:6]=[C:7]([N:13]3[CH2:16][CH:15]([NH:17]C(=O)OC(C)(C)C)[CH2:14]3)[C:8]3[N:9]([CH:10]=[N:11][N:12]=3)[C:4]=2[CH:3]=1.C(O)(C(F)(F)F)=O. The catalyst is C(Cl)Cl. The product is [Cl:1][C:2]1[CH:26]=[N:25][C:5]2[N:6]=[C:7]([N:13]3[CH2:14][CH:15]([NH2:17])[CH2:16]3)[C:8]3[N:9]([CH:10]=[N:11][N:12]=3)[C:4]=2[CH:3]=1. The yield is 0.120. (4) The catalyst is C1COCC1.CO. The product is [CH3:24][O:14][C:13]([C@:9]1([CH2:16][C:17]2[CH:18]=[CH:19][CH:20]=[CH:21][CH:22]=2)[CH2:10][CH2:11][CH2:12][N:8]1[C:6]([O:5][C:1]([CH3:4])([CH3:2])[CH3:3])=[O:7])=[O:15]. The reactants are [C:1]([O:5][C:6]([N:8]1[CH2:12][CH2:11][CH2:10][C@@:9]1([CH2:16][C:17]1[CH:22]=[CH:21][CH:20]=[CH:19][CH:18]=1)[C:13]([OH:15])=[O:14])=[O:7])([CH3:4])([CH3:3])[CH3:2].[Si](C=[N+]=[N-])(C)(C)[CH3:24]. The yield is 0.810.